Dataset: Forward reaction prediction with 1.9M reactions from USPTO patents (1976-2016). Task: Predict the product of the given reaction. The product is: [N:12]1[CH:13]=[CH:14][C:9]([NH:8][C:3](=[O:4])[C:2]([CH3:7])([CH3:6])[CH3:1])=[CH:10][CH:11]=1. Given the reactants [CH3:1][C:2]([CH3:7])([CH3:6])[C:3](Cl)=[O:4].[NH2:8][C:9]1[CH:14]=[CH:13][N:12]=[CH:11][CH:10]=1.C(N(CC)CC)C, predict the reaction product.